This data is from NCI-60 drug combinations with 297,098 pairs across 59 cell lines. The task is: Regression. Given two drug SMILES strings and cell line genomic features, predict the synergy score measuring deviation from expected non-interaction effect. (1) Synergy scores: CSS=24.8, Synergy_ZIP=4.19, Synergy_Bliss=1.43, Synergy_Loewe=-8.82, Synergy_HSA=-6.22. Drug 2: CNC(=O)C1=NC=CC(=C1)OC2=CC=C(C=C2)NC(=O)NC3=CC(=C(C=C3)Cl)C(F)(F)F. Cell line: OVCAR3. Drug 1: CCN(CC)CCNC(=O)C1=C(NC(=C1C)C=C2C3=C(C=CC(=C3)F)NC2=O)C. (2) Drug 1: CC1=C(C(CCC1)(C)C)C=CC(=CC=CC(=CC(=O)O)C)C. Drug 2: CC1=C(C=C(C=C1)C(=O)NC2=CC(=CC(=C2)C(F)(F)F)N3C=C(N=C3)C)NC4=NC=CC(=N4)C5=CN=CC=C5. Cell line: MDA-MB-231. Synergy scores: CSS=2.39, Synergy_ZIP=-1.06, Synergy_Bliss=0.265, Synergy_Loewe=-8.98, Synergy_HSA=-3.28. (3) Drug 1: CCCCC(=O)OCC(=O)C1(CC(C2=C(C1)C(=C3C(=C2O)C(=O)C4=C(C3=O)C=CC=C4OC)O)OC5CC(C(C(O5)C)O)NC(=O)C(F)(F)F)O. Drug 2: N.N.Cl[Pt+2]Cl. Cell line: HS 578T. Synergy scores: CSS=54.2, Synergy_ZIP=-2.67, Synergy_Bliss=-2.87, Synergy_Loewe=-21.0, Synergy_HSA=-1.43. (4) Drug 1: C1CC(=O)NC(=O)C1N2CC3=C(C2=O)C=CC=C3N. Drug 2: CCN(CC)CCCC(C)NC1=C2C=C(C=CC2=NC3=C1C=CC(=C3)Cl)OC. Cell line: NCI-H522. Synergy scores: CSS=2.71, Synergy_ZIP=-4.14, Synergy_Bliss=0.241, Synergy_Loewe=-0.0156, Synergy_HSA=0.180. (5) Drug 1: C1=CC(=CC=C1CC(C(=O)O)N)N(CCCl)CCCl.Cl. Drug 2: CCC1(CC2CC(C3=C(CCN(C2)C1)C4=CC=CC=C4N3)(C5=C(C=C6C(=C5)C78CCN9C7C(C=CC9)(C(C(C8N6C=O)(C(=O)OC)O)OC(=O)C)CC)OC)C(=O)OC)O.OS(=O)(=O)O. Cell line: KM12. Synergy scores: CSS=20.6, Synergy_ZIP=-11.9, Synergy_Bliss=-11.5, Synergy_Loewe=-24.6, Synergy_HSA=-4.44. (6) Drug 1: C1=CC(=CC=C1CCC2=CNC3=C2C(=O)NC(=N3)N)C(=O)NC(CCC(=O)O)C(=O)O. Drug 2: CC1C(C(CC(O1)OC2CC(CC3=C2C(=C4C(=C3O)C(=O)C5=C(C4=O)C(=CC=C5)OC)O)(C(=O)C)O)N)O.Cl. Cell line: SW-620. Synergy scores: CSS=19.5, Synergy_ZIP=-4.11, Synergy_Bliss=-6.48, Synergy_Loewe=-9.25, Synergy_HSA=-3.60. (7) Drug 1: CN(C(=O)NC(C=O)C(C(C(CO)O)O)O)N=O. Drug 2: C1CNP(=O)(OC1)N(CCCl)CCCl. Cell line: NCI/ADR-RES. Synergy scores: CSS=7.71, Synergy_ZIP=-1.36, Synergy_Bliss=1.37, Synergy_Loewe=-1.06, Synergy_HSA=0.542. (8) Drug 1: C1CC(=O)NC(=O)C1N2C(=O)C3=CC=CC=C3C2=O. Drug 2: B(C(CC(C)C)NC(=O)C(CC1=CC=CC=C1)NC(=O)C2=NC=CN=C2)(O)O. Cell line: RXF 393. Synergy scores: CSS=37.2, Synergy_ZIP=2.89, Synergy_Bliss=1.11, Synergy_Loewe=-64.2, Synergy_HSA=-6.11.